From a dataset of Catalyst prediction with 721,799 reactions and 888 catalyst types from USPTO. Predict which catalyst facilitates the given reaction. (1) Reactant: [NH2:1][C@@H:2]([CH3:6])[C:3]([OH:5])=[O:4].[CH3:7][C:8]([O:11][C:12](O[C:12]([O:11][C:8]([CH3:10])([CH3:9])[CH3:7])=[O:13])=[O:13])([CH3:10])[CH3:9].[OH-].[Na+]. Product: [C:8]([O:11][C:12]([NH:1][C@@H:2]([CH3:6])[C:3]([OH:5])=[O:4])=[O:13])([CH3:10])([CH3:9])[CH3:7]. The catalyst class is: 1. (2) Reactant: C([O:8][C:9]1[CH:28]=[CH:27][C:12]([O:13][CH2:14][C:15]2[N:16]=[C:17]([C:21]3[CH:26]=[CH:25][CH:24]=[CH:23][CH:22]=3)[O:18][C:19]=2[CH3:20])=[CH:11][CH:10]=1)C1C=CC=CC=1. Product: [CH3:20][C:19]1[O:18][C:17]([C:21]2[CH:22]=[CH:23][CH:24]=[CH:25][CH:26]=2)=[N:16][C:15]=1[CH2:14][O:13][C:12]1[CH:11]=[CH:10][C:9]([OH:8])=[CH:28][CH:27]=1. The catalyst class is: 481. (3) Reactant: [OH:1][C:2]1([C:15]2[S:16][C:17]([C:20]3[CH:25]=[C:24]([CH3:26])[CH:23]=[C:22]([NH:27][C:28]4[CH:33]=[C:32]([C:34]([F:37])([F:36])[F:35])[CH:31]=[CH:30][N:29]=4)[N:21]=3)=[CH:18][N:19]=2)[C:10]2[C:5](=[CH:6][C:7]([C:11]([O:13]C)=[O:12])=[CH:8][CH:9]=2)[CH2:4][CH2:3]1.[OH-].[K+]. Product: [OH:1][C:2]1([C:15]2[S:16][C:17]([C:20]3[CH:25]=[C:24]([CH3:26])[CH:23]=[C:22]([NH:27][C:28]4[CH:33]=[C:32]([C:34]([F:35])([F:37])[F:36])[CH:31]=[CH:30][N:29]=4)[N:21]=3)=[CH:18][N:19]=2)[C:10]2[C:5](=[CH:6][C:7]([C:11]([OH:13])=[O:12])=[CH:8][CH:9]=2)[CH2:4][CH2:3]1. The catalyst class is: 87. (4) Reactant: [Cl:1][C:2]1[CH:9]=[CH:8][CH:7]=[C:6](F)[C:3]=1[CH:4]=[O:5].C(=O)([O-])[O-].[Na+].[Na+].[C:17]([N:24]1[CH2:29][CH2:28][NH:27][CH2:26][CH2:25]1)([O:19][C:20]([CH3:23])([CH3:22])[CH3:21])=[O:18].O. Product: [Cl:1][C:2]1[C:3]([CH:4]=[O:5])=[C:6]([N:27]2[CH2:26][CH2:25][N:24]([C:17]([O:19][C:20]([CH3:23])([CH3:22])[CH3:21])=[O:18])[CH2:29][CH2:28]2)[CH:7]=[CH:8][CH:9]=1. The catalyst class is: 60. (5) Reactant: [C:1]([O:5][C:6](=[O:40])[C:7]1[CH:19]=[C:18]([O:20][CH2:21][CH2:22][CH2:23][CH2:24][CH2:25][CH2:26][CH2:27][CH2:28][CH2:29][C:30](ON2C(=O)CCC2=O)=[O:31])[CH:17]=[C:9]([C:10]([O:12][C:13]([CH3:16])([CH3:15])[CH3:14])=[O:11])[CH:8]=1)([CH3:4])([CH3:3])[CH3:2].[NH2:41][C@H:42]([C:48]([O:50][C:51]([CH3:54])([CH3:53])[CH3:52])=[O:49])[CH2:43][CH2:44][C:45](=[O:47])[OH:46].CCN(C(C)C)C(C)C. Product: [C:1]([O:5][C:6](=[O:40])[C:7]1[CH:19]=[C:18]([O:20][CH2:21][CH2:22][CH2:23][CH2:24][CH2:25][CH2:26][CH2:27][CH2:28][CH2:29][C:30](=[O:31])[NH:41][C@H:42]([C:48]([O:50][C:51]([CH3:54])([CH3:53])[CH3:52])=[O:49])[CH2:43][CH2:44][C:45]([OH:46])=[O:47])[CH:17]=[C:9]([C:10]([O:12][C:13]([CH3:15])([CH3:16])[CH3:14])=[O:11])[CH:8]=1)([CH3:3])([CH3:2])[CH3:4]. The catalyst class is: 3. (6) Reactant: [C:1]1([C:7]2[N:11]3[CH2:12][CH2:13][CH2:14][CH2:15][CH2:16][C:10]3=[C:9]([C:17]([OH:19])=O)[N:8]=2)[CH:6]=[CH:5][CH:4]=[CH:3][CH:2]=1.[NH2:20][C@@H:21]([C:26]([CH3:29])([CH3:28])[CH3:27])[C:22]([NH:24][CH3:25])=[O:23].CCN(C(C)C)C(C)C.CN(C(ON1N=NC2C=CC=CC1=2)=[N+](C)C)C.[B-](F)(F)(F)F. Product: [CH3:27][C:26]([CH3:29])([CH3:28])[C@H:21]([NH:20][C:17]([C:9]1[N:8]=[C:7]([C:1]2[CH:2]=[CH:3][CH:4]=[CH:5][CH:6]=2)[N:11]2[CH2:12][CH2:13][CH2:14][CH2:15][CH2:16][C:10]=12)=[O:19])[C:22]([NH:24][CH3:25])=[O:23]. The catalyst class is: 2. (7) Reactant: [NH2:1][C:2]1[N:10]=[C:9]([CH2:11][O:12][CH3:13])[CH:8]=[CH:7][C:3]=1[C:4]([OH:6])=O.[CH3:14][C:15]1[CH:16]=[C:17]([O:21][C:22]2[CH:23]=[C:24]([CH:27]=[CH:28][CH:29]=2)[CH2:25][NH2:26])[CH:18]=[CH:19][CH:20]=1.C(N(CC)CC)C.CN([P+](ON1N=NC2C=CC=CC1=2)(N(C)C)N(C)C)C.F[P-](F)(F)(F)(F)F. Product: [CH3:14][C:15]1[CH:16]=[C:17]([O:21][C:22]2[CH:23]=[C:24]([CH2:25][NH:26][C:4](=[O:6])[C:3]3[CH:7]=[CH:8][C:9]([CH2:11][O:12][CH3:13])=[N:10][C:2]=3[NH2:1])[CH:27]=[CH:28][CH:29]=2)[CH:18]=[CH:19][CH:20]=1. The catalyst class is: 136. (8) Reactant: [Si:1]([O:8][CH2:9][C:10]1[N:15]=[CH:14][C:13]2[N:16]([C:19]3[S:23][C:22]([C:24]([O:26]C)=O)=[C:21]([O:28][CH2:29][C:30]4[CH:35]=[CH:34][CH:33]=[CH:32][C:31]=4[C:36]([F:39])([F:38])[F:37])[CH:20]=3)[CH:17]=[N:18][C:12]=2[CH:11]=1)([C:4]([CH3:7])([CH3:6])[CH3:5])([CH3:3])[CH3:2].[NH3:40]. Product: [Si:1]([O:8][CH2:9][C:10]1[N:15]=[CH:14][C:13]2[N:16]([C:19]3[S:23][C:22]([C:24]([NH2:40])=[O:26])=[C:21]([O:28][CH2:29][C:30]4[CH:35]=[CH:34][CH:33]=[CH:32][C:31]=4[C:36]([F:37])([F:39])[F:38])[CH:20]=3)[CH:17]=[N:18][C:12]=2[CH:11]=1)([C:4]([CH3:7])([CH3:6])[CH3:5])([CH3:3])[CH3:2]. The catalyst class is: 5. (9) Reactant: B(Cl)(Cl)Cl.C(Cl)Cl.C([O:15][C:16]1[C:17]([CH3:32])=[C:18]([CH3:31])[C:19]([NH:23][C:24]2[CH:29]=[CH:28][C:27]([Br:30])=[CH:26][CH:25]=2)=[N:20][C:21]=1[CH3:22])C1C=CC=CC=1.CC1C(C)=C(C)C(C)=C(C)C=1. Product: [Br:30][C:27]1[CH:26]=[CH:25][C:24]([NH:23][C:19]2[N:20]=[C:21]([CH3:22])[C:16]([OH:15])=[C:17]([CH3:32])[C:18]=2[CH3:31])=[CH:29][CH:28]=1. The catalyst class is: 22. (10) Reactant: O.Cl.[NH:3]1[CH2:8][CH2:7][C:6](=[O:9])[CH2:5][CH2:4]1.C(N(CC)CC)C.[F:17][C:18]1[CH:25]=[CH:24][C:21]([CH2:22]Cl)=[CH:20][CH:19]=1.O. Product: [F:17][C:18]1[CH:25]=[CH:24][C:21]([CH2:22][N:3]2[CH2:8][CH2:7][C:6](=[O:9])[CH2:5][CH2:4]2)=[CH:20][CH:19]=1. The catalyst class is: 4.